Regression. Given a peptide amino acid sequence and an MHC pseudo amino acid sequence, predict their binding affinity value. This is MHC class I binding data. From a dataset of Peptide-MHC class I binding affinity with 185,985 pairs from IEDB/IMGT. (1) The peptide sequence is SRARIKTRL. The MHC is HLA-B57:01 with pseudo-sequence HLA-B57:01. The binding affinity (normalized) is 0.0847. (2) The peptide sequence is AIRAGYSIV. The MHC is HLA-A02:06 with pseudo-sequence HLA-A02:06. The binding affinity (normalized) is 0.169. (3) The peptide sequence is THTNGVRLL. The MHC is Mamu-A07 with pseudo-sequence Mamu-A07. The binding affinity (normalized) is 0.762. (4) The peptide sequence is KESSWPNHTF. The MHC is Mamu-A11 with pseudo-sequence Mamu-A11. The binding affinity (normalized) is 0.716. (5) The peptide sequence is DVKVLAARLK. The MHC is HLA-A03:01 with pseudo-sequence HLA-A03:01. The binding affinity (normalized) is 0.348. (6) The binding affinity (normalized) is 0.190. The MHC is H-2-Db with pseudo-sequence H-2-Db. The peptide sequence is INPNMSCDDVV. (7) The peptide sequence is RVLHEDRFF. The MHC is HLA-A02:16 with pseudo-sequence HLA-A02:16. The binding affinity (normalized) is 0.0847. (8) The peptide sequence is NSWDVFGNW. The MHC is Mamu-B52 with pseudo-sequence Mamu-B52. The binding affinity (normalized) is 0.587. (9) The peptide sequence is DIAEHGAYY. The MHC is HLA-A02:01 with pseudo-sequence HLA-A02:01. The binding affinity (normalized) is 0.0847.